From a dataset of TCR-epitope binding with 47,182 pairs between 192 epitopes and 23,139 TCRs. Binary Classification. Given a T-cell receptor sequence (or CDR3 region) and an epitope sequence, predict whether binding occurs between them. (1) The epitope is RLRAEAQVK. The TCR CDR3 sequence is CASVRAVKKLFF. Result: 0 (the TCR does not bind to the epitope). (2) The epitope is KLSYGIATV. The TCR CDR3 sequence is CASSLGLAGDQETQYF. Result: 0 (the TCR does not bind to the epitope). (3) Result: 1 (the TCR binds to the epitope). The epitope is RAKFKQLL. The TCR CDR3 sequence is CASSLMASGGYNEQFF. (4) The epitope is SQASSRSSSR. The TCR CDR3 sequence is CASSFADTQYF. Result: 1 (the TCR binds to the epitope).